Dataset: Catalyst prediction with 721,799 reactions and 888 catalyst types from USPTO. Task: Predict which catalyst facilitates the given reaction. (1) Reactant: [C:1]([C:3]1[CH:4]=[CH:5][C:6]([O:38]C)=[C:7]([S:9]([NH:12][CH2:13][CH2:14][C:15]2[CH:20]=[CH:19][C:18]([C:21]3[CH:26]=[CH:25][CH:24]=[CH:23][C:22]=3[S:27]([CH3:30])(=[O:29])=[O:28])=[CH:17][C:16]=2[O:31][CH2:32][C:33]([O:35][CH2:36][CH3:37])=[O:34])(=[O:11])=[O:10])[CH:8]=1)#[N:2].[Cl-].[Li+].C(OCC)(=O)C.Cl. The catalyst class is: 885. Product: [C:1]([C:3]1[CH:4]=[CH:5][C:6]([OH:38])=[C:7]([S:9]([NH:12][CH2:13][CH2:14][C:15]2[CH:20]=[CH:19][C:18]([C:21]3[CH:26]=[CH:25][CH:24]=[CH:23][C:22]=3[S:27]([CH3:30])(=[O:29])=[O:28])=[CH:17][C:16]=2[O:31][CH2:32][C:33]([O:35][CH2:36][CH3:37])=[O:34])(=[O:10])=[O:11])[CH:8]=1)#[N:2]. (2) Reactant: [Cl:1][C:2]1[CH:3]=[C:4]([CH:13]([NH:16][C:17]([CH3:20])([CH3:19])[CH3:18])[CH2:14][OH:15])[CH:5]=[C:6]([C:9]([F:12])([F:11])[F:10])[C:7]=1[NH2:8].[C:21]([C@@:29]([C:44]([OH:46])=[O:45])([OH:43])[C@@:30]([C:35](=[O:42])[C:36]1[CH:41]=[CH:40][CH:39]=[CH:38][CH:37]=1)([OH:34])[C:31]([OH:33])=[O:32])(=[O:28])[C:22]1[CH:27]=[CH:26][CH:25]=[CH:24][CH:23]=1. Product: [C:35]([C@@:30]([C:31]([OH:33])=[O:32])([OH:34])[C@@:29]([C:21](=[O:28])[C:22]1[CH:27]=[CH:26][CH:25]=[CH:24][CH:23]=1)([OH:43])[C:44]([OH:46])=[O:45])(=[O:42])[C:36]1[CH:41]=[CH:40][CH:39]=[CH:38][CH:37]=1.[Cl:1][C:2]1[CH:3]=[C:4]([CH:13]([NH:16][C:17]([CH3:20])([CH3:19])[CH3:18])[CH2:14][OH:15])[CH:5]=[C:6]([C:9]([F:12])([F:11])[F:10])[C:7]=1[NH2:8]. The catalyst class is: 8. (3) Reactant: [F:1][C:2]([F:7])([F:6])[C:3]([OH:5])=[O:4].C([O:12][C:13](=[O:41])[CH2:14][CH2:15][NH:16][C:17]([C:19]1[S:40][C:22]2=[CH:23][N:24]=[CH:25][C:26]([NH:27][C:28]3[CH:33]=[CH:32][C:31]([C:34]4[CH:39]=[CH:38][CH:37]=[CH:36][CH:35]=4)=[CH:30][CH:29]=3)=[C:21]2[CH:20]=1)=[O:18])(C)(C)C. Product: [F:1][C:2]([F:7])([F:6])[C:3]([OH:5])=[O:4].[C:31]1([C:34]2[CH:35]=[CH:36][CH:37]=[CH:38][CH:39]=2)[CH:30]=[CH:29][C:28]([NH:27][C:26]2[CH:25]=[N:24][CH:23]=[C:22]3[S:40][C:19]([C:17]([NH:16][CH2:15][CH2:14][C:13]([OH:41])=[O:12])=[O:18])=[CH:20][C:21]=23)=[CH:33][CH:32]=1. The catalyst class is: 2.